Dataset: Experimentally validated miRNA-target interactions with 360,000+ pairs, plus equal number of negative samples. Task: Binary Classification. Given a miRNA mature sequence and a target amino acid sequence, predict their likelihood of interaction. (1) The miRNA is hsa-miR-4769-3p with sequence UCUGCCAUCCUCCCUCCCCUAC. The protein sequence of the target gene is MTATTRGSPVGGNDNQGQAPDGQSQPPLQQNQTSSPDSSNENSPATPPDEQGQGDAPPQLEDEEPAFPHTDLAKLDDMINRPRWVVPVLPKGELEVLLEAAIDLSKKGLDVKSEACQRFFRDGLTISFTKILTDEAVSGWKFEIHRCIINNTHRLVELCVAKLSQDWFPLLELLAMALNPHCKFHIYNGTRPCESVSSSVQLPEDELFARSPDPRSPKGWLVDLLNKFGTLNGFQILHDRFINGSALNVQIIAALIKPFGQCYEFLTLHTVKKYFLPIIEMVPQFLENLTDEELKKEAKN.... Result: 1 (interaction). (2) The miRNA is hsa-miR-6748-3p with sequence UCCUGUCCCUGUCUCCUACAG. The protein sequence of the target gene is MPRNSGAGYGCPHGDPSMLDSRETPQESRQDMIVRTTQEKLKTSSLTDRQPLSKESLNHALELSVPEKVNNAQWDAPEEALWTTRADGRVRLRIDPSCPQLPYTVHRMFYEALDKYGDLIALGFKRQDKWEHISYSQYYLLARRAAKGFLKLGLKQAHSVAILGFNSPEWFFSAVGTVFAGGIVTGIYTTSSPEACQYIAYDCCANVIMVDTQKQLEKILKIWKQLPHLKAVVIYKEPPPNKMANVYTMEEFMELGNEVPEEALDAIIDTQQPNQCCVLVYTSGTTGNPKGVMLSQDNIT.... Result: 1 (interaction). (3) The miRNA is hsa-miR-200b-3p with sequence UAAUACUGCCUGGUAAUGAUGA. The protein sequence of the target gene is MAAATAAAAPQQLSDEELFSQLRRYGLSPGPVTESTRPVYLKKLKKLREEEQQQQQQQQQQQHRAGGRGNKTRNSNNNNTATAMGGRPGSGDLAYLRSPAGLGRLSASAAESPVAGGSGGAAAVPAAGSKVLLGFSSDESDVEASPREQAGGGGGGGARRDRAALQYRGLRAPPAPPAAGEVTGGHPGERRKPHSWWGARRPAGPEPQPPAAGSDGAAEDADEELADGEDRDPEAEEPLWASRAVNGSRLLPYSSCREHYSDSEEEEEEGEEDGDVAPARQVLKDDSLARHRPRRSHSKP.... Result: 0 (no interaction). (4) The miRNA is hsa-miR-4635 with sequence UCUUGAAGUCAGAACCCGCAA. The protein sequence of the target gene is MPVWGGGNKCGACGRTVYHAEEVQCDGRSFHRCCFLCMVCRKNLDSTTVAIHDEEIYCKSCYGKKYGPKGYGYGQGAGTLNMDRGERLGIKPESVQPHRPTTNPNTSKFAQKYGGAEKCSRCGDSVYAAEKIIGAGKPWHKNCFRCAKCGKSLESTTLTEKEGEIYCKGCYAKNFGPKGFGYGQGAGALVHAQ. Result: 0 (no interaction). (5) The miRNA is hsa-miR-4767 with sequence CGCGGGCGCUCCUGGCCGCCGCC. The protein sequence of the target gene is MHPAGLAAAAAGTPRLRKWPSKRRIPVSQPGMADPHQLFDDTSSAQSRGYGAQRAPGGLSYPAASPTPHAAFLADPVSNMAMAYGSSLAAQGKELVDKNIDRFIPITKLKYYFAVDTMYVGRKLGLLFFPYLHQDWEVQYQQDTPVAPRFDVNAPDLYIPAMAFITYVLVAGLALGTQDRFSPDLLGLQASSALAWLTLEVLAILLSLYLVTVNTDLTTIDLVAFLGYKYVGMIGGVLMGLLFGKIGYYLVLGWCCVAIFVFMIRTLRLKILADAAAEGVPVRGARNQLRMYLTMAVAAA.... Result: 1 (interaction). (6) The miRNA is hsa-miR-4275 with sequence CCAAUUACCACUUCUUU. The protein sequence of the target gene is MEAAAEPGNLAGVRHIILVLSGKGGVGKSTISTELALALRHAGKKVGILDVDLCGPSIPRMLGAQGRAVHQCDRGWAPVFLDREQSISLMSVGFLLEKPDEAVVWRGPKKNALIKQFVSDVAWGELDYLVVDTPPGTSDEHMATIEALRPYQPLGALVVTTPQAVSVGDVRRELTFCRKTGLRVMGIVENMSGFTCPHCTECTSVFSRGGGEELAQLAGVPFLGSVPLDPALMRTLEEGHDFIQEFPGSPAFAALTSIAQKILDATPACLP. Result: 0 (no interaction). (7) The miRNA is mmu-miR-1950 with sequence UCUGCAUCUAAGGAUAUGGUCA. The protein sequence of the target gene is MAQGCPITGLEVALTDLQSSQNNVRHHTEEISVDRLVVRRGQAFSITLYFKNRGFQPGMDSIMFVAETGPLPDLAKGTRAVFSFTGSGGPSPWIASLEANRANSLEVSLCAPPIAAVGRYLLKIRIDSYQGFVTAYQLGEFILLFNPWCPADSVYLESEPQRQEYVVNDYGFIYQGSKSWIRPCPWNYGQFEENIIDICLELLEKSLNFQVDPSTDCALRGSPVYTSRVVCAMINSNDDNGVLNGNWSENYVDGINPAEWTGSVAILKQWHATGCQPVRYGQCWVFAAVMCTVMRCLGIP.... Result: 1 (interaction).